The task is: Predict the product of the given reaction.. This data is from Forward reaction prediction with 1.9M reactions from USPTO patents (1976-2016). (1) Given the reactants [Br:1][C:2]1[C:6]2[CH:7]=[N:8][C:9]([NH2:11])=[CH:10][C:5]=2[N:4]([C:12]([C:25]2[CH:30]=[CH:29][CH:28]=[CH:27][CH:26]=2)([C:19]2[CH:24]=[CH:23][CH:22]=[CH:21][CH:20]=2)[C:13]2[CH:18]=[CH:17][CH:16]=[CH:15][CH:14]=2)[N:3]=1.C1N=CN([C:36](N2C=NC=C2)=[O:37])C=1.N1C=CN=C1.[C:48]1([C@H:54]([NH2:56])[CH3:55])[CH:53]=[CH:52][CH:51]=[CH:50][CH:49]=1, predict the reaction product. The product is: [Br:1][C:2]1[C:6]2[CH:7]=[N:8][C:9]([NH:11][C:36]([NH:56][C@@H:54]([C:48]3[CH:53]=[CH:52][CH:51]=[CH:50][CH:49]=3)[CH3:55])=[O:37])=[CH:10][C:5]=2[N:4]([C:12]([C:13]2[CH:18]=[CH:17][CH:16]=[CH:15][CH:14]=2)([C:19]2[CH:20]=[CH:21][CH:22]=[CH:23][CH:24]=2)[C:25]2[CH:26]=[CH:27][CH:28]=[CH:29][CH:30]=2)[N:3]=1. (2) Given the reactants Br[CH2:2][C:3]([C:5]1[CH:10]=[CH:9][C:8]([F:11])=[CH:7][CH:6]=1)=O.[CH2:12]([O:14][C:15]([C:17]1[S:21][C:20]([NH2:22])=[N:19][C:18]=1[CH3:23])=[O:16])[CH3:13], predict the reaction product. The product is: [CH2:12]([O:14][C:15]([C:17]1[S:21][C:20]2=[N:22][C:3]([C:5]3[CH:10]=[CH:9][C:8]([F:11])=[CH:7][CH:6]=3)=[CH:2][N:19]2[C:18]=1[CH3:23])=[O:16])[CH3:13]. (3) Given the reactants [F:1][C:2]1[CH:9]=[C:8]([F:10])[CH:7]=[C:6]([F:11])[C:3]=1[C:4]#[N:5].[NH2:12][OH:13], predict the reaction product. The product is: [OH:13][NH:12][C:4](=[NH:5])[C:3]1[C:6]([F:11])=[CH:7][C:8]([F:10])=[CH:9][C:2]=1[F:1]. (4) Given the reactants [C:1]([O:5][C:6](=[O:34])[NH:7][C:8]1[CH:13]=[CH:12][C:11]([CH2:14][CH2:15][C:16]2[N:17]=[C:18]([NH:30][C:31](=[O:33])[CH3:32])[S:19][C:20]=2[CH2:21][NH:22][CH2:23][CH2:24][C:25]([N:27]([CH3:29])[CH3:28])=[O:26])=[CH:10][CH:9]=1)([CH3:4])([CH3:3])[CH3:2].C=O.[C:37](O[BH-](OC(=O)C)OC(=O)C)(=O)C.[Na+].[OH-].[Na+], predict the reaction product. The product is: [C:31]([NH:30][C:18]1[S:19][C:20]([CH2:21][N:22]([CH2:23][CH2:24][C:25]([N:27]([CH3:28])[CH3:29])=[O:26])[CH3:37])=[C:16]([CH2:15][CH2:14][C:11]2[CH:10]=[CH:9][C:8]([NH:7][C:6](=[O:34])[O:5][C:1]([CH3:4])([CH3:2])[CH3:3])=[CH:13][CH:12]=2)[N:17]=1)(=[O:33])[CH3:32]. (5) Given the reactants [Br:1][C:2]1[CH:7]=[CH:6][C:5]([OH:8])=[CH:4][C:3]=1[CH3:9].Br[CH2:11][C:12]1[C:13]([C:20]2[C:25]([Cl:26])=[CH:24][CH:23]=[CH:22][C:21]=2[Cl:27])=[N:14][O:15][C:16]=1[CH:17]1[CH2:19][CH2:18]1.C(=O)([O-])[O-].[K+].[K+], predict the reaction product. The product is: [Br:1][C:2]1[CH:7]=[CH:6][C:5]([O:8][CH2:11][C:12]2[C:13]([C:20]3[C:21]([Cl:27])=[CH:22][CH:23]=[CH:24][C:25]=3[Cl:26])=[N:14][O:15][C:16]=2[CH:17]2[CH2:19][CH2:18]2)=[CH:4][C:3]=1[CH3:9]. (6) Given the reactants [F:1][C:2]([F:18])([F:17])[C:3]1[CH:8]=[CH:7][C:6]([C:9]2[O:13][N:12]=[CH:11][C:10]=2[C:14]([OH:16])=O)=[CH:5][CH:4]=1.[CH2:19]([CH:26]1[CH2:30][CH2:29][CH2:28][NH:27]1)[C:20]1[CH:25]=[CH:24][CH:23]=[CH:22][CH:21]=1, predict the reaction product. The product is: [CH2:19]([CH:26]1[CH2:30][CH2:29][CH2:28][N:27]1[C:14]([C:10]1[CH:11]=[N:12][O:13][C:9]=1[C:6]1[CH:5]=[CH:4][C:3]([C:2]([F:1])([F:18])[F:17])=[CH:8][CH:7]=1)=[O:16])[C:20]1[CH:25]=[CH:24][CH:23]=[CH:22][CH:21]=1. (7) Given the reactants [CH3:1][O:2][C:3]1[CH:4]=[C:5]([CH2:11][C:12](O)=O)[CH:6]=[CH:7][C:8]=1[O:9][CH3:10].[CH3:15][O:16][C:17]1[CH:18]=[C:19]([NH2:25])[CH:20]=[CH:21][C:22]=1[O:23][CH3:24], predict the reaction product. The product is: [CH3:15][O:16][C:17]1[CH:18]=[C:19]([NH:25][CH2:12][CH2:11][C:5]2[CH:6]=[CH:7][C:8]([O:9][CH3:10])=[C:3]([O:2][CH3:1])[CH:4]=2)[CH:20]=[CH:21][C:22]=1[O:23][CH3:24].